From a dataset of Forward reaction prediction with 1.9M reactions from USPTO patents (1976-2016). Predict the product of the given reaction. Given the reactants [C:1]([C:3]1[S:4][CH:5]=[CH:6][C:7]=1[C:8]1[CH:16]=[CH:15][C:11]([C:12]([OH:14])=O)=[CH:10][CH:9]=1)#[N:2].[Li].CCN=C=NCCCN(C)C.Cl.C1C=CC2N(O)N=NC=2C=1.CCN(C(C)C)C(C)C.[NH:49]1[CH2:53][CH2:52][CH2:51][C@H:50]1[CH2:54][N:55]1[CH2:59][CH2:58][CH2:57][CH2:56]1, predict the reaction product. The product is: [N:55]1([CH2:54][C@@H:50]2[CH2:51][CH2:52][CH2:53][N:49]2[C:12]([C:11]2[CH:10]=[CH:9][C:8]([C:7]3[CH:6]=[CH:5][S:4][C:3]=3[C:1]#[N:2])=[CH:16][CH:15]=2)=[O:14])[CH2:59][CH2:58][CH2:57][CH2:56]1.